Regression. Given two drug SMILES strings and cell line genomic features, predict the synergy score measuring deviation from expected non-interaction effect. From a dataset of NCI-60 drug combinations with 297,098 pairs across 59 cell lines. Drug 1: C1CN1C2=NC(=NC(=N2)N3CC3)N4CC4. Drug 2: COC1=C(C=C2C(=C1)N=CN=C2NC3=CC(=C(C=C3)F)Cl)OCCCN4CCOCC4. Synergy scores: CSS=34.8, Synergy_ZIP=-7.71, Synergy_Bliss=-0.463, Synergy_Loewe=-0.0790, Synergy_HSA=1.81. Cell line: HOP-92.